Dataset: Full USPTO retrosynthesis dataset with 1.9M reactions from patents (1976-2016). Task: Predict the reactants needed to synthesize the given product. (1) Given the product [Cl:9][C:4]1[CH2:3][C:2]([Cl:1])([CH3:18])[CH:7]=[CH:6][C:11]=1[O:12][CH2:13][CH2:14][OH:15], predict the reactants needed to synthesize it. The reactants are: [Cl:1][C:2]1[CH:7]=[C:6](C)C=[C:4]([Cl:9])[C:3]=1O.[C:11]1(=O)[O:15][CH2:14][CH2:13][O:12]1.N1C=CN=[CH:18]1. (2) Given the product [O:1]([C:8]1[N:13]=[C:12]([CH2:14][NH2:15])[CH:11]=[CH:10][CH:9]=1)[C:2]1[CH:3]=[CH:4][CH:5]=[CH:6][CH:7]=1, predict the reactants needed to synthesize it. The reactants are: [O:1]([C:8]1[N:13]=[C:12]([C:14]#[N:15])[CH:11]=[CH:10][CH:9]=1)[C:2]1[CH:7]=[CH:6][CH:5]=[CH:4][CH:3]=1. (3) Given the product [C:52]([O:51][P:45]([O:46][C:47]([CH3:50])([CH3:49])[CH3:48])[O:31][C:28]1[CH:27]=[CH:26][C:25]([C:20]2[C:19](=[O:32])[C:18]3[C:23](=[CH:24][C:15]([O:14][CH2:13][C:11]4[N:12]=[C:8]([C:6]5[CH:7]=[C:2]([F:1])[CH:3]=[C:4]([C:33]([F:34])([F:36])[F:35])[CH:5]=5)[O:9][CH:10]=4)=[CH:16][CH:17]=3)[O:22][CH:21]=2)=[CH:30][CH:29]=1)([CH3:55])([CH3:54])[CH3:53], predict the reactants needed to synthesize it. The reactants are: [F:1][C:2]1[CH:3]=[C:4]([C:33]([F:36])([F:35])[F:34])[CH:5]=[C:6]([C:8]2[O:9][CH:10]=[C:11]([CH2:13][O:14][C:15]3[CH:24]=[C:23]4[C:18]([C:19](=[O:32])[C:20]([C:25]5[CH:30]=[CH:29][C:28]([OH:31])=[CH:27][CH:26]=5)=[CH:21][O:22]4)=[CH:17][CH:16]=3)[N:12]=2)[CH:7]=1.N1C=NN=N1.C(N(CC)[P:45]([O:51][C:52]([CH3:55])([CH3:54])[CH3:53])[O:46][C:47]([CH3:50])([CH3:49])[CH3:48])C. (4) Given the product [Br-:23].[OH:10][C:9]([C:17]1[CH:22]=[CH:21][CH:20]=[CH:19][CH:18]=1)([C:11]1[CH:12]=[CH:13][CH:14]=[CH:15][CH:16]=1)[C:4]12[CH2:5][CH2:6][N+:1]([CH2:24][CH2:25][CH2:26][O:27][C:28]3[CH:33]=[CH:32][C:31]([O:34][CH3:35])=[CH:30][CH:29]=3)([CH2:2][CH2:3]1)[CH2:8][CH2:7]2, predict the reactants needed to synthesize it. The reactants are: [N:1]12[CH2:8][CH2:7][C:4]([C:9]([C:17]3[CH:22]=[CH:21][CH:20]=[CH:19][CH:18]=3)([C:11]3[CH:16]=[CH:15][CH:14]=[CH:13][CH:12]=3)[OH:10])([CH2:5][CH2:6]1)[CH2:3][CH2:2]2.[Br:23][CH2:24][CH2:25][CH2:26][O:27][C:28]1[CH:33]=[CH:32][C:31]([O:34][CH3:35])=[CH:30][CH:29]=1. (5) The reactants are: [F:1][C:2]1[CH:7]=[CH:6][C:5]([CH2:8][CH2:9][N:10]2[CH2:13][C:12]3([CH2:22][C:21](=[O:23])[C:20]4[C:15](=[CH:16][CH:17]=[C:18](/[CH:24]=[CH:25]/[C:26]([NH:28][O:29]C5CCCCO5)=[O:27])[CH:19]=4)[O:14]3)[CH2:11]2)=[CH:4][CH:3]=1.Cl. Given the product [F:1][C:2]1[CH:7]=[CH:6][C:5]([CH2:8][CH2:9][N:10]2[CH2:11][C:12]3([CH2:22][C:21](=[O:23])[C:20]4[C:15](=[CH:16][CH:17]=[C:18](/[CH:24]=[CH:25]/[C:26]([NH:28][OH:29])=[O:27])[CH:19]=4)[O:14]3)[CH2:13]2)=[CH:4][CH:3]=1, predict the reactants needed to synthesize it. (6) Given the product [ClH:7].[C:29]([C:32]1[S:36][C:35]([C:27]2[C:21]3[O:20][C:19]([C:17]([NH:16][C@@H:10]4[CH:11]5[CH2:14][CH2:15][N:8]([CH2:13][CH2:12]5)[CH2:9]4)=[O:18])=[CH:23][C:22]=3[CH:24]=[CH:25][CH:26]=2)=[CH:34][CH:33]=1)(=[O:31])[CH3:30], predict the reactants needed to synthesize it. The reactants are: C(=O)([O-])[O-].[Na+].[Na+].[ClH:7].[N:8]12[CH2:15][CH2:14][CH:11]([CH2:12][CH2:13]1)[C@@H:10]([NH:16][C:17]([C:19]1[O:20][C:21]3[C:27](Br)=[CH:26][CH:25]=[CH:24][C:22]=3[CH:23]=1)=[O:18])[CH2:9]2.[C:29]([C:32]1[S:36][C:35](B(O)O)=[CH:34][CH:33]=1)(=[O:31])[CH3:30]. (7) Given the product [OH:8][C@@H:9]1[C@@H:20]([CH3:21])[CH2:19][CH:18]=[CH:17][CH2:16][C@H:15]([CH:22]([CH3:24])[CH3:23])[O:14][C:13](=[O:25])[CH2:12][CH2:11][CH2:10]1, predict the reactants needed to synthesize it. The reactants are: [Si]([O:8][C@@H:9]1[C@@H:20]([CH3:21])[CH2:19][CH:18]=[CH:17][CH2:16][C@H:15]([CH:22]([CH3:24])[CH3:23])[O:14][C:13](=[O:25])[CH2:12][CH2:11][CH2:10]1)(C(C)(C)C)(C)C.N1C=CC=CC=1.F.